From a dataset of NCI-60 drug combinations with 297,098 pairs across 59 cell lines. Regression. Given two drug SMILES strings and cell line genomic features, predict the synergy score measuring deviation from expected non-interaction effect. Drug 1: C1=CC(=CC=C1CCCC(=O)O)N(CCCl)CCCl. Drug 2: COCCOC1=C(C=C2C(=C1)C(=NC=N2)NC3=CC=CC(=C3)C#C)OCCOC.Cl. Cell line: MDA-MB-435. Synergy scores: CSS=-9.70, Synergy_ZIP=-0.616, Synergy_Bliss=-5.63, Synergy_Loewe=-8.98, Synergy_HSA=-8.46.